Predict the reactants needed to synthesize the given product. From a dataset of Full USPTO retrosynthesis dataset with 1.9M reactions from patents (1976-2016). (1) Given the product [CH3:1][O:2][C:3](=[O:12])[CH2:4][C:5]1[CH:10]=[CH:9][CH:8]=[C:7]([CH2:11][Br:13])[CH:6]=1, predict the reactants needed to synthesize it. The reactants are: [CH3:1][O:2][C:3](=[O:12])[CH2:4][C:5]1[CH:6]=[C:7]([CH3:11])[CH:8]=[CH:9][CH:10]=1.[Br:13]N1C(=O)CCC1=O.C([O-])(O)=O.[Na+]. (2) Given the product [F:1][C:2]1[CH:7]=[CH:6][CH:5]=[C:4]([F:8])[C:3]=1[CH2:9][CH2:10][NH2:11], predict the reactants needed to synthesize it. The reactants are: [F:1][C:2]1[CH:7]=[CH:6][CH:5]=[C:4]([F:8])[C:3]=1[CH2:9][C:10]#[N:11].B.[K]. (3) The reactants are: CC(C)(C)C([O:5][CH2:6][C@@H:7]1[C@@H:12]([O:13]C(=O)C(C)(C)C)[C@H:11]([O:20]C(=O)C(C)(C)C)[C@H:10]([O:27]C(=O)C(C)(C)C)[C@@H:9]([C:34]2[CH:39]=[CH:38][CH:37]=[C:36](Br)[C:35]=2[CH2:41][CH3:42])[O:8]1)=O.[CH3:45][C:46]1[O:50][C:49]([C:51]2[CH:56]=[CH:55][C:54](B(O)O)=[CH:53][CH:52]=2)=[N:48][N:47]=1.C[O-].[Na+].CO. Given the product [CH2:41]([C:35]1[C:36]([C:54]2[CH:55]=[CH:56][C:51]([C:49]3[O:50][C:46]([CH3:45])=[N:47][N:48]=3)=[CH:52][CH:53]=2)=[CH:37][CH:38]=[CH:39][C:34]=1[C@@H:9]1[C@@H:10]([OH:27])[C@@H:11]([OH:20])[C@H:12]([OH:13])[C@@H:7]([CH2:6][OH:5])[O:8]1)[CH3:42], predict the reactants needed to synthesize it. (4) Given the product [N:15]1([C:11]2[CH:10]=[C:9]([OH:8])[CH:14]=[CH:13][CH:12]=2)[CH:19]=[N:18][CH:17]=[N:16]1, predict the reactants needed to synthesize it. The reactants are: C([O:8][C:9]1[CH:10]=[C:11]([N:15]2[CH:19]=[N:18][CH:17]=[N:16]2)[CH:12]=[CH:13][CH:14]=1)C1C=CC=CC=1. (5) Given the product [CH3:27][C:20]([O:19][C:16]1[CH:17]=[CH:18][C:13]([O:12][CH2:11][CH2:10][CH2:9][C:7]2[S:8][C:4]3[CH:3]=[C:2]([C:46]([F:49])([F:48])[F:47])[CH:31]=[CH:30][C:5]=3[C:6]=2[CH3:29])=[CH:14][C:15]=1[CH3:28])([CH3:26])[C:21]([O:23][CH2:24][CH3:25])=[O:22], predict the reactants needed to synthesize it. The reactants are: Br[C:2]1[CH:31]=[CH:30][C:5]2[C:6]([CH3:29])=[C:7]([CH2:9][CH2:10][CH2:11][O:12][C:13]3[CH:18]=[CH:17][C:16]([O:19][C:20]([CH3:27])([CH3:26])[C:21]([O:23][CH2:24][CH3:25])=[O:22])=[C:15]([CH3:28])[CH:14]=3)[S:8][C:4]=2[CH:3]=1.BrCCCC1SC2C=C([C:46]([F:49])([F:48])[F:47])C=CC=2C=1C.